Dataset: NCI-60 drug combinations with 297,098 pairs across 59 cell lines. Task: Regression. Given two drug SMILES strings and cell line genomic features, predict the synergy score measuring deviation from expected non-interaction effect. (1) Drug 1: CN(C)N=NC1=C(NC=N1)C(=O)N. Drug 2: CCC1=C2CN3C(=CC4=C(C3=O)COC(=O)C4(CC)O)C2=NC5=C1C=C(C=C5)O. Cell line: BT-549. Synergy scores: CSS=25.0, Synergy_ZIP=0.905, Synergy_Bliss=1.32, Synergy_Loewe=-16.9, Synergy_HSA=-0.718. (2) Drug 1: C1CCC(CC1)NC(=O)N(CCCl)N=O. Drug 2: CC1=C(C=C(C=C1)NC(=O)C2=CC=C(C=C2)CN3CCN(CC3)C)NC4=NC=CC(=N4)C5=CN=CC=C5. Cell line: HL-60(TB). Synergy scores: CSS=25.8, Synergy_ZIP=11.9, Synergy_Bliss=8.97, Synergy_Loewe=-5.32, Synergy_HSA=3.36. (3) Drug 1: CC1=CC=C(C=C1)C2=CC(=NN2C3=CC=C(C=C3)S(=O)(=O)N)C(F)(F)F. Drug 2: C1=NNC2=C1C(=O)NC=N2. Cell line: SK-MEL-2. Synergy scores: CSS=18.5, Synergy_ZIP=-8.64, Synergy_Bliss=-5.68, Synergy_Loewe=-0.0331, Synergy_HSA=0.938. (4) Drug 1: CC1CCCC2(C(O2)CC(NC(=O)CC(C(C(=O)C(C1O)C)(C)C)O)C(=CC3=CSC(=N3)C)C)C. Drug 2: CC1C(C(CC(O1)OC2CC(CC3=C2C(=C4C(=C3O)C(=O)C5=C(C4=O)C(=CC=C5)OC)O)(C(=O)CO)O)N)O.Cl. Cell line: HL-60(TB). Synergy scores: CSS=45.9, Synergy_ZIP=3.10, Synergy_Bliss=2.50, Synergy_Loewe=1.54, Synergy_HSA=1.40. (5) Synergy scores: CSS=16.6, Synergy_ZIP=-1.69, Synergy_Bliss=3.53, Synergy_Loewe=-19.3, Synergy_HSA=3.63. Cell line: RXF 393. Drug 1: C1CC(C1)(C(=O)O)C(=O)O.[NH2-].[NH2-].[Pt+2]. Drug 2: C1CN1C2=NC(=NC(=N2)N3CC3)N4CC4.